The task is: Predict the reaction yield, written as a fraction of the theoretical maximum amount of product (1.0 means a 100% yield; for example, 0.34 means a 34% yield).. This data is from Reaction yield outcomes from USPTO patents with 853,638 reactions. The reactants are [Br:1][C:2]1[CH:3]=[C:4]([C:8]2[N:9]([CH2:25][C:26]3[CH:31]=[CH:30][CH:29]=[CH:28][CH:27]=3)[C:10](=[O:24])[C:11]([C:15]([NH:17][CH2:18][C:19]([O:21]CC)=[O:20])=[O:16])=[C:12]([OH:14])[N:13]=2)[CH:5]=[CH:6][CH:7]=1.BrC1C=C(C2N(CC3C=CC=CC=3)C(=O)C=C(O)N=2)C=CC=1.N(CC(OCC)=O)=C=O.C(N(CC)C(C)C)(C)C.Cl. The catalyst is ClCCl. The product is [Br:1][C:2]1[CH:3]=[C:4]([C:8]2[N:9]([CH2:25][C:26]3[CH:31]=[CH:30][CH:29]=[CH:28][CH:27]=3)[C:10](=[O:24])[C:11]([C:15]([NH:17][CH2:18][C:19]([OH:21])=[O:20])=[O:16])=[C:12]([OH:14])[N:13]=2)[CH:5]=[CH:6][CH:7]=1. The yield is 0.500.